From a dataset of Forward reaction prediction with 1.9M reactions from USPTO patents (1976-2016). Predict the product of the given reaction. (1) Given the reactants [NH2:1][C:2]1[CH:7]=[CH:6][C:5]([C:8]([OH:17])([C:13]([F:16])([F:15])[F:14])[C:9]([F:12])([F:11])[F:10])=[CH:4][CH:3]=1.[CH3:18]C(OC(/N=N/C(OC(C)C)=O)=O)C.C1C=CC(P(C2C=CC=CC=2)C2C=CC=CC=2)=CC=1.CO, predict the reaction product. The product is: [F:16][C:13]([F:14])([F:15])[C:8]([C:5]1[CH:4]=[CH:3][C:2]([NH2:1])=[CH:7][CH:6]=1)([O:17][CH3:18])[C:9]([F:10])([F:11])[F:12]. (2) Given the reactants [H-].[Na+].[N+:3]([C:6]1[CH:11]=[CH:10][C:9]([SH:12])=[CH:8][CH:7]=1)([O-:5])=[O:4].Cl[C:14]1[S:18][C:17]([C:19](=[O:21])[CH3:20])=[CH:16][C:15]=1[N+:22]([O-:24])=[O:23], predict the reaction product. The product is: [N+:22]([C:15]1[CH:16]=[C:17]([C:19](=[O:21])[CH3:20])[S:18][C:14]=1[S:12][C:9]1[CH:10]=[CH:11][C:6]([N+:3]([O-:5])=[O:4])=[CH:7][CH:8]=1)([O-:24])=[O:23].